From a dataset of Reaction yield outcomes from USPTO patents with 853,638 reactions. Predict the reaction yield, written as a fraction of the theoretical maximum amount of product (1.0 means a 100% yield; for example, 0.34 means a 34% yield). (1) The reactants are [CH3:1][C:2]1[NH:6][C:5]2[C:7]([C:17]([O:19]C)=[O:18])=[CH:8][C:9]([N:11]3[CH2:16][CH2:15][O:14][CH2:13][CH2:12]3)=[CH:10][C:4]=2[N:3]=1.[CH3:21][C:22]1[CH:29]=[CH:28][CH:27]=[CH:26][C:23]=1[CH2:24]Br.C(=O)([O-])[O-].[K+].[K+].[OH-].[Li+]. The catalyst is CN(C)C=O.O1CCCC1.O. The product is [CH3:1][C:2]1[N:3]([CH2:21][C:22]2[CH:29]=[CH:28][CH:27]=[CH:26][C:23]=2[CH3:24])[C:4]2[CH:10]=[C:9]([N:11]3[CH2:12][CH2:13][O:14][CH2:15][CH2:16]3)[CH:8]=[C:7]([C:17]([OH:19])=[O:18])[C:5]=2[N:6]=1. The yield is 0.575. (2) The yield is 0.890. The catalyst is C1COCC1. The product is [Br:1][C:2]1[CH:3]=[C:4]2[C:15](=[CH:16][CH:17]=1)[O:14][C:7]1[C:8]([F:13])=[N:9][C:10]([Cl:12])=[CH:11][C:6]=1[C:5]2([NH:18][S:19]([C:21]([CH3:24])([CH3:23])[CH3:22])=[O:20])[CH2:25][CH2:26][OH:27]. The reactants are [Br:1][C:2]1[CH:3]=[C:4]2[C:15](=[CH:16][CH:17]=1)[O:14][C:7]1[C:8]([F:13])=[N:9][C:10]([Cl:12])=[CH:11][C:6]=1[C:5]2([CH2:25][C:26](OC(C)(C)C)=[O:27])[NH:18][S:19]([C:21]([CH3:24])([CH3:23])[CH3:22])=[O:20].[H-].C([Al+]CC(C)C)C(C)C. (3) The reactants are Br[C:2]1[CH:3]=[N:4][CH:5]=[C:6]([S:8]([CH3:11])(=[O:10])=[O:9])[CH:7]=1.[CH2:12]([O:14][C:15]([O:21][CH2:22][CH3:23])([O:18][CH2:19][CH3:20])[C:16]#[CH:17])[CH3:13].C(N(CC)CC)C. The catalyst is Cl[Pd](Cl)([P](C1C=CC=CC=1)(C1C=CC=CC=1)C1C=CC=CC=1)[P](C1C=CC=CC=1)(C1C=CC=CC=1)C1C=CC=CC=1.[Cu]I.ClCCl. The product is [CH3:11][S:8]([C:6]1[CH:5]=[N:4][CH:3]=[C:2]([C:17]#[C:16][C:15]([O:18][CH2:19][CH3:20])([O:14][CH2:12][CH3:13])[O:21][CH2:22][CH3:23])[CH:7]=1)(=[O:10])=[O:9]. The yield is 0.870. (4) The reactants are Br.[NH2:2][C:3]1[N:11]=[CH:10][C:9]([Br:12])=[CH:8][C:4]=1[C:5]([OH:7])=O.CCN(CC)CC.C(Cl)CCl.C1C=CC2N(O)N=NC=2C=1.[CH3:34][N:35]([CH3:39])[CH2:36][CH2:37][NH2:38]. The catalyst is C(Cl)Cl. The product is [NH2:2][C:3]1[N:11]=[CH:10][C:9]([Br:12])=[CH:8][C:4]=1[C:5]([NH:38][CH2:37][CH2:36][N:35]([CH3:39])[CH3:34])=[O:7]. The yield is 0.700. (5) The reactants are [NH:1]([C:11]([O:13][C:14]([CH3:17])([CH3:16])[CH3:15])=[O:12])[C@H:2]([C:8]([OH:10])=[O:9])[CH2:3][C:4](=[O:7])[O:5][CH3:6].ON1C(=O)CCC1=O.[CH2:26]1[CH2:31][CH2:30][C:29]([CH2:36][NH2:37])([CH2:32][C:33]([OH:35])=[O:34])[CH2:28][CH2:27]1.C(=O)([O-])O.[Na+]. The catalyst is C(#N)C. The product is [NH:1]([C:11]([O:13][C:14]([CH3:17])([CH3:16])[CH3:15])=[O:12])[C@H:2]([C:8]([OH:10])=[O:9])[CH2:3][C:4](=[O:7])[O:5][CH3:6].[CH2:26]1[CH2:27][CH2:28][C:29]([CH2:36][NH2:37])([CH2:32][C:33]([OH:35])=[O:34])[CH2:30][CH2:31]1. The yield is 0.980. (6) The reactants are [N:1]1[C:10]2[C:5](=[CH:6][CH:7]=[CH:8][CH:9]=2)[CH:4]=[C:3]([CH2:11][NH2:12])[CH:2]=1.[C:13](O[C:13]([O:15][C:16]([CH3:19])([CH3:18])[CH3:17])=[O:14])([O:15][C:16]([CH3:19])([CH3:18])[CH3:17])=[O:14]. The catalyst is CCN(C(C)C)C(C)C.CCO. The product is [N:1]1[C:10]2[C:5](=[CH:6][CH:7]=[CH:8][CH:9]=2)[CH:4]=[C:3]([CH2:11][NH:12][C:13](=[O:14])[O:15][C:16]([CH3:19])([CH3:18])[CH3:17])[CH:2]=1. The yield is 0.860. (7) The reactants are [F:1][C:2]1[CH:7]=[CH:6][N:5]=[C:4]([N:8]2[CH2:13][CH2:12][N:11]([C:14]([O:16][C:17]([CH3:20])([CH3:19])[CH3:18])=[O:15])[CH2:10][CH2:9]2)[CH:3]=1.[I:21]NC(=O)CCC(N)=O. The catalyst is CN(C=O)C.O. The product is [F:1][C:2]1[C:7]([I:21])=[CH:6][N:5]=[C:4]([N:8]2[CH2:13][CH2:12][N:11]([C:14]([O:16][C:17]([CH3:20])([CH3:19])[CH3:18])=[O:15])[CH2:10][CH2:9]2)[CH:3]=1. The yield is 0.750. (8) The reactants are Cl.[NH2:2][C:3]1[C:4]([CH3:12])=[C:5]([CH:9]=[CH:10][CH:11]=1)[C:6]([OH:8])=[O:7].[C:13]([N:20]1[CH2:27][CH2:26][CH2:25][C@H:21]1[C:22](O)=[O:23])([O:15][C:16]([CH3:19])([CH3:18])[CH3:17])=[O:14]. The catalyst is ClCCl. The product is [C:16]([O:15][C:13]([N:20]1[CH2:27][CH2:26][CH2:25][C@H:21]1[C:22]([NH:2][C:3]1[C:4]([CH3:12])=[C:5]([CH:9]=[CH:10][CH:11]=1)[C:6]([OH:8])=[O:7])=[O:23])=[O:14])([CH3:19])([CH3:18])[CH3:17]. The yield is 0.450. (9) The reactants are ClS([N:5]=[C:6]=O)(=O)=O.[C:8]([O:12][C:13]([NH:15][N:16]1[CH:20]=[CH:19][CH:18]=[C:17]1[CH:21]1[CH2:24][N:23]([C:25]([O:27][CH2:28][C:29]2[CH:34]=[CH:33][CH:32]=[CH:31][CH:30]=2)=[O:26])[CH2:22]1)=[O:14])([CH3:11])([CH3:10])[CH3:9].CN(C=O)C. The catalyst is C(#N)C. The product is [C:8]([O:12][C:13]([NH:15][N:16]1[C:20]([C:6]#[N:5])=[CH:19][CH:18]=[C:17]1[CH:21]1[CH2:22][N:23]([C:25]([O:27][CH2:28][C:29]2[CH:34]=[CH:33][CH:32]=[CH:31][CH:30]=2)=[O:26])[CH2:24]1)=[O:14])([CH3:11])([CH3:9])[CH3:10]. The yield is 0.360. (10) The reactants are [NH:1]1[C:9]2[C:4](=[CH:5][CH:6]=[CH:7][CH:8]=2)[C:3](/[CH:10]=[C:11]2\[O:12][C:13]3[C:20](/[CH:21]=[CH:22]\[CH:23]4[CH2:28][CH2:27][N:26](C(OC(C)(C)C)=O)[CH2:25][CH2:24]4)=[C:19]([O:36][CH3:37])[CH:18]=[CH:17][C:14]=3[C:15]\2=[O:16])=[N:2]1.Cl. The catalyst is C(Cl)Cl.O1CCOCC1. The product is [NH:1]1[C:9]2[C:4](=[CH:5][CH:6]=[CH:7][CH:8]=2)[C:3]([CH:10]=[C:11]2[C:15](=[O:16])[C:14]3[CH:17]=[CH:18][C:19]([O:36][CH3:37])=[C:20](/[CH:21]=[CH:22]\[CH:23]4[CH2:24][CH2:25][NH:26][CH2:27][CH2:28]4)[C:13]=3[O:12]2)=[N:2]1. The yield is 0.350.